Task: Predict the reactants needed to synthesize the given product.. Dataset: Full USPTO retrosynthesis dataset with 1.9M reactions from patents (1976-2016) (1) Given the product [CH:1]1([NH:4][C:5](=[O:6])[NH:7][C:8]2[CH:13]=[CH:12][C:11]([O:14][C:15]3[CH:20]=[CH:19][N:18]=[C:17]4[CH:21]=[C:22]([C:24]5[CH:29]=[CH:28][C:27]([CH2:30][N:31]([CH2:32][CH2:33][O:34][CH3:35])[C:74](=[O:73])[CH2:75][OH:53])=[CH:26][CH:25]=5)[S:23][C:16]=34)=[C:10]([F:36])[CH:9]=2)[CH2:3][CH2:2]1, predict the reactants needed to synthesize it. The reactants are: [CH:1]1([NH:4][C:5]([NH:7][C:8]2[CH:13]=[CH:12][C:11]([O:14][C:15]3[CH:20]=[CH:19][N:18]=[C:17]4[CH:21]=[C:22]([C:24]5[CH:29]=[CH:28][C:27]([CH2:30][NH:31][CH2:32][CH2:33][O:34][CH3:35])=[CH:26][CH:25]=5)[S:23][C:16]=34)=[C:10]([F:36])[CH:9]=2)=[O:6])[CH2:3][CH2:2]1.CCN(C(C)C)C(C)C.CN(C([O:53]N1N=NC2C=CC=NC1=2)=[N+](C)C)C.F[P-](F)(F)(F)(F)F.C([O:73][CH2:74][CH3:75])(=O)C. (2) Given the product [CH2:1]([O:3][C:4]([N:6]1[CH2:7][CH2:8][N:9]([C:12](=[O:42])[C@@H:13]([NH:23][C:24]([C:26]2[CH:35]=[C:34]([O:36][CH2:37][C:38]([N:74]3[CH2:75][CH2:76][CH2:77][C@H:73]3[C:71](=[O:72])[NH:70][CH:66]3[CH2:67][CH2:68][CH2:69]3)=[O:40])[C:33]3[C:28](=[CH:29][C:30]([CH3:41])=[CH:31][CH:32]=3)[N:27]=2)=[O:25])[CH2:14][CH2:15][C:16]([O:18][C:19]([CH3:22])([CH3:20])[CH3:21])=[O:17])[CH2:10][CH2:11]1)=[O:5])[CH3:2], predict the reactants needed to synthesize it. The reactants are: [CH2:1]([O:3][C:4]([N:6]1[CH2:11][CH2:10][N:9]([C:12](=[O:42])[C@@H:13]([NH:23][C:24]([C:26]2[CH:35]=[C:34]([O:36][CH2:37][C:38]([OH:40])=O)[C:33]3[C:28](=[CH:29][C:30]([CH3:41])=[CH:31][CH:32]=3)[N:27]=2)=[O:25])[CH2:14][CH2:15][C:16]([O:18][C:19]([CH3:22])([CH3:21])[CH3:20])=[O:17])[CH2:8][CH2:7]1)=[O:5])[CH3:2].C(Cl)CCl.FC1C(O)=C(F)C(F)=C(F)C=1F.FC(F)(F)C(O)=O.[CH:66]1([NH:70][C:71]([C@@H:73]2[CH2:77][CH2:76][CH2:75][NH:74]2)=[O:72])[CH2:69][CH2:68][CH2:67]1. (3) Given the product [Cl:1][C:2]1[CH:11]=[CH:10][C:9]2[CH:8]([OH:12])[N:7]([C:13]([O:15][CH3:16])=[O:14])[CH2:6][CH2:5][C:4]=2[N:3]=1, predict the reactants needed to synthesize it. The reactants are: [Cl:1][C:2]1[CH:11]=[CH:10][C:9]2[C:8](=[O:12])[N:7]([C:13]([O:15][CH3:16])=[O:14])[CH2:6][CH2:5][C:4]=2[N:3]=1.